This data is from Full USPTO retrosynthesis dataset with 1.9M reactions from patents (1976-2016). The task is: Predict the reactants needed to synthesize the given product. The reactants are: Cl.[NH2:2][OH:3].C(N(CC)CC)C.[C:11]([N:15]1[C:19]([C:20]2[CH:25]=[CH:24][C:23]([N:26]3[CH2:31][CH2:30][CH2:29][CH2:28][CH2:27]3)=[CH:22][CH:21]=2)=[CH:18][C:17]([CH:32]=O)=[N:16]1)([CH3:14])([CH3:13])[CH3:12]. Given the product [C:11]([N:15]1[C:19]([C:20]2[CH:25]=[CH:24][C:23]([N:26]3[CH2:31][CH2:30][CH2:29][CH2:28][CH2:27]3)=[CH:22][CH:21]=2)=[CH:18][C:17]([CH:32]=[N:2][OH:3])=[N:16]1)([CH3:14])([CH3:13])[CH3:12], predict the reactants needed to synthesize it.